Dataset: Catalyst prediction with 721,799 reactions and 888 catalyst types from USPTO. Task: Predict which catalyst facilitates the given reaction. (1) Reactant: Cl.[F:2][C:3]1[CH:8]=[CH:7][C:6]([S:9]([CH2:12][CH:13]2[CH2:16][NH:15][CH2:14]2)(=[O:11])=[O:10])=[CH:5][CH:4]=1.CCN(CC)CC.Br[CH2:25][C:26]([C:28]1[CH:33]=[CH:32][C:31]([F:34])=[CH:30][C:29]=1[CH3:35])=[O:27]. Product: [F:34][C:31]1[CH:32]=[CH:33][C:28]([C:26](=[O:27])[CH2:25][N:15]2[CH2:16][CH:13]([CH2:12][S:9]([C:6]3[CH:7]=[CH:8][C:3]([F:2])=[CH:4][CH:5]=3)(=[O:11])=[O:10])[CH2:14]2)=[C:29]([CH3:35])[CH:30]=1. The catalyst class is: 23. (2) Reactant: [Cl:1][C:2]1[C:10]([O:11][CH3:12])=[C:9]2[C:5]([CH:6]=[N:7][NH:8]2)=[C:4]([CH3:13])[CH:3]=1.[H-].[Na+].[C:16]1([S:22](Cl)(=[O:24])=[O:23])[CH:21]=[CH:20][CH:19]=[CH:18][CH:17]=1. Product: [C:16]1([S:22]([N:8]2[C:9]3[C:5](=[C:4]([CH3:13])[CH:3]=[C:2]([Cl:1])[C:10]=3[O:11][CH3:12])[CH:6]=[N:7]2)(=[O:24])=[O:23])[CH:21]=[CH:20][CH:19]=[CH:18][CH:17]=1. The catalyst class is: 49. (3) Reactant: [CH2:1]([O:3][C:4](=[O:15])[C:5]1[CH:10]=[CH:9][C:8]([Cl:11])=[CH:7][C:6]=1[O:12][CH2:13][CH3:14])[CH3:2].[Br:16]Br. Product: [CH2:1]([O:3][C:4](=[O:15])[C:5]1[CH:10]=[C:9]([Br:16])[C:8]([Cl:11])=[CH:7][C:6]=1[O:12][CH2:13][CH3:14])[CH3:2]. The catalyst class is: 232. (4) Reactant: [N:1]1[C:5]2[CH:6]=[CH:7][CH:8]=[CH:9][C:4]=2[NH:3][C:2]=1[CH2:10][C:11]#[N:12].[C:13](OCC)(=[O:18])[CH2:14][C:15]([CH3:17])=O.C([O-])(=O)C.[NH4+].O. Product: [CH3:17][C:15]1[C:10]([C:11]#[N:12])=[C:2]2[N:3]([C:13](=[O:18])[CH:14]=1)[C:4]1[CH:9]=[CH:8][CH:7]=[CH:6][C:5]=1[NH:1]2. The catalyst class is: 10.